From a dataset of Forward reaction prediction with 1.9M reactions from USPTO patents (1976-2016). Predict the product of the given reaction. (1) Given the reactants [OH:1][C:2]1[CH:9]=[CH:8][C:5]([CH:6]=[O:7])=[CH:4][CH:3]=1.Cl[CH2:11][CH2:12][CH2:13][CH2:14][CH2:15][CH2:16][OH:17].C(=O)([O-])[O-].[K+].[K+].[I-].[K+], predict the reaction product. The product is: [OH:17][CH2:16][CH2:15][CH2:14][CH2:13][CH2:12][CH2:11][O:1][C:2]1[CH:9]=[CH:8][C:5]([CH:6]=[O:7])=[CH:4][CH:3]=1. (2) Given the reactants [F:1][C:2]1[CH:7]=[CH:6][C:5]([CH3:8])=[CH:4][C:3]=1[C:9]1[O:13][N:12]=[C:11]([C:14](=[O:17])[CH2:15][CH3:16])[CH:10]=1.[BH4-].[Na+], predict the reaction product. The product is: [F:1][C:2]1[CH:7]=[CH:6][C:5]([CH3:8])=[CH:4][C:3]=1[C:9]1[O:13][N:12]=[C:11]([CH:14]([OH:17])[CH2:15][CH3:16])[CH:10]=1. (3) The product is: [Cl:1][C:2]1[CH:3]=[C:4]([NH:9][C:10]2[N:14]=[C:13]([NH:15][CH2:16][C:18]3[CH:25]=[CH:24][C:21]([C:22]#[N:23])=[CH:20][CH:19]=3)[NH:12][N:11]=2)[CH:5]=[C:6]([Cl:8])[CH:7]=1. Given the reactants [Cl:1][C:2]1[CH:3]=[C:4]([NH:9][C:10]2[N:14]=[C:13]([NH2:15])[NH:12][N:11]=2)[CH:5]=[C:6]([Cl:8])[CH:7]=1.[CH:16]([C:18]1[CH:25]=[CH:24][C:21]([C:22]#[N:23])=[CH:20][CH:19]=1)=O.C(O)(=O)C.Cl, predict the reaction product. (4) Given the reactants [CH3:1][N:2]([CH3:50])[CH2:3][C:4]([N:6]1[C:14]2[C:9](=[CH:10][C:11]([O:48][CH3:49])=[C:12]([NH:15][C:16]3[N:17]=[C:18]([NH:35][C:36]4[C:41]([C:42]([NH:44][CH3:45])=[O:43])=[C:40]([F:46])[C:39]([F:47])=[CH:38][CH:37]=4)[C:19]4[CH:24]=[CH:23][N:22](S(C5C=CC(C)=CC=5)(=O)=O)[C:20]=4[N:21]=3)[CH:13]=2)[CH2:8][CH2:7]1)=[O:5].O.[OH-].[Na+], predict the reaction product. The product is: [CH3:50][N:2]([CH3:1])[CH2:3][C:4]([N:6]1[C:14]2[C:9](=[CH:10][C:11]([O:48][CH3:49])=[C:12]([NH:15][C:16]3[NH:21][C:20]4=[N:22][CH:23]=[CH:24][C:19]4=[C:18]([NH:35][C:36]4[C:41]([C:42]([NH:44][CH3:45])=[O:43])=[C:40]([F:46])[C:39]([F:47])=[CH:38][CH:37]=4)[N:17]=3)[CH:13]=2)[CH2:8][CH2:7]1)=[O:5].